Dataset: Full USPTO retrosynthesis dataset with 1.9M reactions from patents (1976-2016). Task: Predict the reactants needed to synthesize the given product. (1) Given the product [CH2:25]([N:27]([CH2:21][C:20]1[CH:23]=[CH:24][C:17]([C:15]#[CH:16])=[CH:18][CH:19]=1)[CH2:28][CH3:29])[CH3:26], predict the reactants needed to synthesize it. The reactants are: C(O[BH-](OC(=O)C)OC(=O)C)(=O)C.[Na+].[C:15]([C:17]1[CH:24]=[CH:23][C:20]([CH:21]=O)=[CH:19][CH:18]=1)#[CH:16].[CH2:25]([NH:27][CH2:28][CH3:29])[CH3:26].C(O)(=O)C. (2) Given the product [Cl:22][C:16]1[CH:17]=[C:18]([Cl:21])[CH:19]=[CH:20][C:15]=1[C:13]1[N:14]=[C:10](/[CH:9]=[CH:8]/[C:5]2[CH:6]=[CH:7][C:2]([C:34]3[CH:35]=[CH:36][C:31]([CH:30]=[CH:29][C:26]([OH:28])=[O:27])=[CH:32][CH:33]=3)=[CH:3][CH:4]=2)[NH:11][CH:12]=1, predict the reactants needed to synthesize it. The reactants are: Br[C:2]1[CH:7]=[CH:6][C:5](/[CH:8]=[CH:9]/[C:10]2[NH:11][CH:12]=[C:13]([C:15]3[CH:20]=[CH:19][C:18]([Cl:21])=[CH:17][C:16]=3[Cl:22])[N:14]=2)=[CH:4][CH:3]=1.B(O)O.[C:26](/[CH:29]=[CH:30]/[C:31]1[CH:36]=[CH:35][CH:34]=[CH:33][CH:32]=1)([OH:28])=[O:27]. (3) Given the product [C:1]([O:5][C:6]([N:8]1[C:16]2[C:11](=[CH:12][C:13]([CH2:17][CH2:18][CH2:19][CH2:20][CH2:21][OH:22])=[CH:14][CH:15]=2)[CH2:10][CH2:9]1)=[O:7])([CH3:4])([CH3:3])[CH3:2], predict the reactants needed to synthesize it. The reactants are: [C:1]([O:5][C:6]([N:8]1[C:16]2[C:11](=[CH:12][C:13]([C:17]#[C:18][CH2:19][CH2:20][CH2:21][OH:22])=[CH:14][CH:15]=2)[CH2:10][CH2:9]1)=[O:7])([CH3:4])([CH3:3])[CH3:2]. (4) Given the product [CH3:1][O:2][C:3](=[O:16])[C:4]1[CH:12]=[C:11]([N+:13]([O-:15])=[O:14])[CH:10]=[C:6]([C:7]([NH2:23])=[O:8])[CH:5]=1, predict the reactants needed to synthesize it. The reactants are: [CH3:1][O:2][C:3](=[O:16])[C:4]1[CH:12]=[C:11]([N+:13]([O-:15])=[O:14])[CH:10]=[C:6]([C:7](O)=[O:8])[CH:5]=1.C(Cl)(C(Cl)=O)=O.[NH3:23].